Dataset: Catalyst prediction with 721,799 reactions and 888 catalyst types from USPTO. Task: Predict which catalyst facilitates the given reaction. Reactant: [C:1]1([C:25]2[CH:30]=[CH:29][CH:28]=[CH:27][CH:26]=2)[CH:6]=[CH:5][C:4]([CH:7]([N:13]2[C:17]3[CH:18]=[CH:19][C:20]([N+:22]([O-])=O)=[CH:21][C:16]=3[N:15]=[CH:14]2)[CH2:8][C:9]([O:11][CH3:12])=[O:10])=[CH:3][CH:2]=1.C([O-])=O.[NH4+].O. Product: [NH2:22][C:20]1[CH:19]=[CH:18][C:17]2[N:13]([CH:7]([C:4]3[CH:5]=[CH:6][C:1]([C:25]4[CH:26]=[CH:27][CH:28]=[CH:29][CH:30]=4)=[CH:2][CH:3]=3)[CH2:8][C:9]([O:11][CH3:12])=[O:10])[CH:14]=[N:15][C:16]=2[CH:21]=1. The catalyst class is: 29.